This data is from Forward reaction prediction with 1.9M reactions from USPTO patents (1976-2016). The task is: Predict the product of the given reaction. (1) Given the reactants Cl.[F:2][C:3]1[C:8]([F:9])=[CH:7][CH:6]=[CH:5][C:4]=1[NH:10][NH2:11].C(=O)([O-])[O-].[K+].[K+].[C:18](OCC)(=[O:26])[C:19]#[C:20][C:21]([O:23][CH2:24][CH3:25])=[O:22], predict the reaction product. The product is: [F:2][C:3]1[C:8]([F:9])=[CH:7][CH:6]=[CH:5][C:4]=1[N:10]1[C:18]([OH:26])=[CH:19][C:20]([C:21]([O:23][CH2:24][CH3:25])=[O:22])=[N:11]1. (2) Given the reactants [F:1][C:2]1[CH:16]=[C:15]([F:17])[CH:14]=[CH:13][C:3]=1[CH2:4][O:5][C:6]1[CH:11]=[CH:10][NH:9][C:8](=[O:12])[CH:7]=1.Br[C:19]1[CH:20]=[CH:21][C:22]2[C:23]3[CH2:33][CH2:32][N:31](C(OC(C)(C)C)=O)[CH2:30][CH2:29][C:24]=3[N:25]([CH3:28])[C:26]=2[CH:27]=1.OC1C=CC=C2C=1N=CC=C2.C([O-])([O-])=O.[Cs+].[Cs+].[ClH:58], predict the reaction product. The product is: [ClH:58].[F:1][C:2]1[CH:16]=[C:15]([F:17])[CH:14]=[CH:13][C:3]=1[CH2:4][O:5][C:6]1[CH:11]=[CH:10][N:9]([C:19]2[CH:20]=[CH:21][C:22]3[C:23]4[CH2:33][CH2:32][NH:31][CH2:30][CH2:29][C:24]=4[N:25]([CH3:28])[C:26]=3[CH:27]=2)[C:8](=[O:12])[CH:7]=1. (3) Given the reactants [Cl:1][C:2]1[CH:3]=[C:4](I)[C:5]([CH3:16])=[C:6]([NH:8][C:9](=[O:15])[O:10][C:11]([CH3:14])([CH3:13])[CH3:12])[CH:7]=1.[CH3:18][C:19]([OH:23])([C:21]#[CH:22])[CH3:20], predict the reaction product. The product is: [Cl:1][C:2]1[CH:3]=[C:4]([C:22]#[C:21][C:19]([OH:23])([CH3:20])[CH3:18])[C:5]([CH3:16])=[C:6]([NH:8][C:9](=[O:15])[O:10][C:11]([CH3:14])([CH3:13])[CH3:12])[CH:7]=1. (4) Given the reactants [CH3:1][O:2][C:3]1[CH:4]=[C:5]([OH:9])[CH:6]=[CH:7][CH:8]=1.Cl[C:11]1[N:12]=[C:13]([OH:21])[C:14]2[CH:20]=[CH:19][N:18]=[CH:17][C:15]=2[N:16]=1, predict the reaction product. The product is: [CH3:1][O:2][C:3]1[CH:4]=[C:5]([CH:6]=[CH:7][CH:8]=1)[O:9][C:11]1[N:12]=[C:13]([OH:21])[C:14]2[CH:20]=[CH:19][N:18]=[CH:17][C:15]=2[N:16]=1. (5) Given the reactants Cl[CH2:2][CH2:3][CH2:4][S:5]([N:8]1[CH2:13][CH2:12][CH:11]([C:14]2[C:22]3[C:17](=[C:18]([C:30]([NH2:32])=[O:31])[CH:19]=[C:20]([C:23]4[CH:28]=[CH:27][CH:26]=[C:25]([F:29])[CH:24]=4)[CH:21]=3)[NH:16][N:15]=2)[CH2:10][CH2:9]1)(=[O:7])=[O:6].C([O-])([O-])=O.[K+].[K+].[CH2:39]([NH:41][CH2:42][CH3:43])[CH3:40], predict the reaction product. The product is: [CH2:39]([N:41]([CH2:42][CH3:43])[CH2:2][CH2:3][CH2:4][S:5]([N:8]1[CH2:13][CH2:12][CH:11]([C:14]2[C:22]3[C:17](=[C:18]([C:30]([NH2:32])=[O:31])[CH:19]=[C:20]([C:23]4[CH:28]=[CH:27][CH:26]=[C:25]([F:29])[CH:24]=4)[CH:21]=3)[NH:16][N:15]=2)[CH2:10][CH2:9]1)(=[O:7])=[O:6])[CH3:40]. (6) Given the reactants F[C:2]1[N:7]=[CH:6][C:5]([C:8]2[CH:12]=[CH:11][S:10][CH:9]=2)=[CH:4][N:3]=1.[NH2:13][C:14]1[CH:29]=[CH:28][C:17]([C:18]([NH:20][C:21]2[CH:26]=[CH:25][C:24]([NH2:27])=[CH:23][CH:22]=2)=[O:19])=[CH:16][CH:15]=1.C(N(C(C)C)CC)(C)C, predict the reaction product. The product is: [NH2:13][C:14]1[CH:29]=[CH:28][C:17]([C:18]([NH:20][C:21]2[CH:26]=[CH:25][C:24]([NH:27][C:2]3[N:7]=[CH:6][C:5]([C:8]4[CH:12]=[CH:11][S:10][CH:9]=4)=[CH:4][N:3]=3)=[CH:23][CH:22]=2)=[O:19])=[CH:16][CH:15]=1. (7) Given the reactants C([Sn](CCCC)(CCCC)[C:6]1[CH:11]=[CH:10][CH:9]=[CH:8][N:7]=1)CCC.[Cl:20][C:21]1[C:22]([C:31]([NH:33][CH:34]([C:42]2([OH:50])[CH2:47][CH2:46][C:45]([F:49])([F:48])[CH2:44][CH2:43]2)[C:35]2[CH:40]=[CH:39][CH:38]=[C:37](I)[CH:36]=2)=[O:32])=[N:23][CH:24]=[CH:25][C:26]=1[C:27]([F:30])([F:29])[F:28], predict the reaction product. The product is: [Cl:20][C:21]1[C:22]([C:31]([NH:33][CH:34]([C:42]2([OH:50])[CH2:47][CH2:46][C:45]([F:48])([F:49])[CH2:44][CH2:43]2)[C:35]2[CH:40]=[CH:39][CH:38]=[C:37]([C:6]3[CH:11]=[CH:10][CH:9]=[CH:8][N:7]=3)[CH:36]=2)=[O:32])=[N:23][CH:24]=[CH:25][C:26]=1[C:27]([F:28])([F:30])[F:29]. (8) Given the reactants [OH:1][C:2]1[CH:7]=[C:6]([CH3:8])O[C:4](=[O:9])[CH:3]=1.[NH2:10][C:11]1[CH:12]=[C:13]2[C:17](=[CH:18][CH:19]=1)[NH:16][N:15]=[CH:14]2, predict the reaction product. The product is: [OH:1][C:2]1[CH:7]=[C:6]([CH3:8])[N:10]([C:11]2[CH:12]=[C:13]3[C:17](=[CH:18][CH:19]=2)[NH:16][N:15]=[CH:14]3)[C:4](=[O:9])[CH:3]=1. (9) The product is: [Cl:9][C:7]([O:6][C@H:3]1[CH2:4][CH2:5][O:1][CH2:2]1)=[O:8]. Given the reactants [O:1]1[CH2:5][CH2:4][C@H:3]([OH:6])[CH2:2]1.[C:7](Cl)([Cl:9])=[O:8].C1(C)C=CC=CC=1, predict the reaction product. (10) Given the reactants [C:1]([NH:4][C:5]1[CH:6]=[C:7]([C:11]2[CH:16]=[N:15][CH:14]=[C:13](Cl)[N:12]=2)[CH:8]=[CH:9][CH:10]=1)(=[O:3])[CH3:2].[Cl:18][C:19]1[CH:24]=[C:23]([NH2:25])[CH:22]=[C:21]([Cl:26])[N:20]=1.C1C=CC(P(C2C(C3C(P(C4C=CC=CC=4)C4C=CC=CC=4)=CC=C4C=3C=CC=C4)=C3C(C=CC=C3)=CC=2)C2C=CC=CC=2)=CC=1.CC(C)([O-])C.[Na+], predict the reaction product. The product is: [Cl:18][C:19]1[CH:24]=[C:23]([NH:25][C:13]2[N:12]=[C:11]([C:7]3[CH:6]=[C:5]([NH:4][C:1](=[O:3])[CH3:2])[CH:10]=[CH:9][CH:8]=3)[CH:16]=[N:15][CH:14]=2)[CH:22]=[C:21]([Cl:26])[N:20]=1.